From a dataset of Full USPTO retrosynthesis dataset with 1.9M reactions from patents (1976-2016). Predict the reactants needed to synthesize the given product. The reactants are: [F:1][C:2]1[CH:7]=[CH:6][C:5]([C:8](=[O:19])[CH2:9][C:10]2[CH:18]=[CH:17][C:13]([C:14]([OH:16])=[O:15])=[CH:12][CH:11]=2)=[CH:4][CH:3]=1.[CH:20](I)([CH3:22])[CH3:21]. Given the product [CH:20]([O:15][C:14](=[O:16])[C:13]1[CH:12]=[CH:11][C:10]([CH2:9][C:8]([C:5]2[CH:4]=[CH:3][C:2]([F:1])=[CH:7][CH:6]=2)=[O:19])=[CH:18][CH:17]=1)([CH3:22])[CH3:21], predict the reactants needed to synthesize it.